Dataset: Forward reaction prediction with 1.9M reactions from USPTO patents (1976-2016). Task: Predict the product of the given reaction. (1) Given the reactants C(OC(=O)[NH:7][C@H:8]1[CH2:13][CH2:12][C@@H:11]([N:14]2[C:19](=[O:20])[C:18]3[CH:21]=[C:22]([F:25])[CH:23]=[N:24][C:17]=3[N:16]([C:26]3[CH:27]=[C:28]([C:32]4[CH:37]=[CH:36][C:35]([CH2:38][N:39]5[CH2:45][CH2:44][CH2:43][N:42]([CH3:46])[CH2:41][CH2:40]5)=[CH:34][CH:33]=4)[CH:29]=[CH:30][CH:31]=3)[C:15]2=[O:47])[CH2:10][CH2:9]1)(C)(C)C.Cl, predict the reaction product. The product is: [NH2:7][C@@H:8]1[CH2:13][CH2:12][C@H:11]([N:14]2[C:19](=[O:20])[C:18]3[CH:21]=[C:22]([F:25])[CH:23]=[N:24][C:17]=3[N:16]([C:26]3[CH:27]=[C:28]([C:32]4[CH:33]=[CH:34][C:35]([CH2:38][N:39]5[CH2:45][CH2:44][CH2:43][N:42]([CH3:46])[CH2:41][CH2:40]5)=[CH:36][CH:37]=4)[CH:29]=[CH:30][CH:31]=3)[C:15]2=[O:47])[CH2:10][CH2:9]1. (2) Given the reactants [CH2:1]([N:3]1[C:7]2[CH:8]=[C:9]([C:12]3([OH:19])[CH2:17][CH2:16][C:15](=O)[CH2:14][CH2:13]3)[CH:10]=[CH:11][C:6]=2[O:5][C:4]1=[O:20])[CH3:2].[NH:21]1[CH2:24][CH:23]([NH:25][C:26]([CH2:28][NH:29][C:30](=[O:41])[C:31]2[CH:36]=[CH:35][CH:34]=[C:33]([C:37]([F:40])([F:39])[F:38])[CH:32]=2)=[O:27])[CH2:22]1, predict the reaction product. The product is: [CH2:1]([N:3]1[C:7]2[CH:8]=[C:9]([C:12]3([OH:19])[CH2:17][CH2:16][CH:15]([N:21]4[CH2:24][CH:23]([NH:25][C:26]([CH2:28][NH:29][C:30](=[O:41])[C:31]5[CH:36]=[CH:35][CH:34]=[C:33]([C:37]([F:40])([F:38])[F:39])[CH:32]=5)=[O:27])[CH2:22]4)[CH2:14][CH2:13]3)[CH:10]=[CH:11][C:6]=2[O:5][C:4]1=[O:20])[CH3:2].